Predict the reaction yield, written as a fraction of the theoretical maximum amount of product (1.0 means a 100% yield; for example, 0.34 means a 34% yield). From a dataset of Reaction yield outcomes from USPTO patents with 853,638 reactions. (1) The reactants are Cl[CH2:2][C:3]1[N:7]([C:8]2[CH:13]=[CH:12][C:11]([S:14]([NH2:17])(=[O:16])=[O:15])=[CH:10][C:9]=2F)[N:6]=[C:5]([CH3:19])[N:4]=1.[F:20][C:21]1[CH:28]=[CH:27][C:24]([CH2:25][NH2:26])=[CH:23][CH:22]=1. The catalyst is CC#N. The product is [F:20][C:21]1[CH:28]=[CH:27][C:24]([CH2:25][NH:26][CH2:2][C:3]2[N:7]([C:8]3[CH:13]=[CH:12][C:11]([S:14]([NH2:17])(=[O:16])=[O:15])=[CH:10][CH:9]=3)[N:6]=[C:5]([CH3:19])[N:4]=2)=[CH:23][CH:22]=1. The yield is 0.690. (2) The reactants are [Cl:1][CH2:2][CH2:3][O:4][C:5]1[CH:12]=[CH:11][C:8]([CH2:9]O)=[CH:7][CH:6]=1.S(Br)([Br:15])=O. The catalyst is O1CCOCC1.CCOCC. The product is [Cl:1][CH2:2][CH2:3][O:4][C:5]1[CH:12]=[CH:11][C:8]([CH2:9][Br:15])=[CH:7][CH:6]=1. The yield is 0.580. (3) The reactants are [NH2:1][C:2]1[CH:7]=[C:6]([N:8]2[CH:12]=[C:11]([C:13]3[CH:18]=[CH:17][CH:16]=[CH:15][C:14]=3[Cl:19])[C:10]([C:20]([NH2:22])=[O:21])=[CH:9]2)[C:5]([CH3:23])=[CH:4][N:3]=1.CCN(C(C)C)C(C)C.[CH3:33][CH:34]([CH3:38])[C:35](Cl)=[O:36]. The catalyst is C(Cl)Cl. The product is [Cl:19][C:14]1[CH:15]=[CH:16][CH:17]=[CH:18][C:13]=1[C:11]1[C:10]([C:20]([NH2:22])=[O:21])=[CH:9][N:8]([C:6]2[C:5]([CH3:23])=[CH:4][N:3]=[C:2]([NH:1][C:35](=[O:36])[CH:34]([CH3:38])[CH3:33])[CH:7]=2)[CH:12]=1. The yield is 0.760. (4) The reactants are [NH2:1][C@H:2]1[CH2:7][CH2:6][C@H:5]([NH:8][C:9]2[N:18]=[CH:17][C:16]3[C:11](=[CH:12][C:13]([C:19]([NH:21][CH2:22][C:23]4[CH:28]=[CH:27][CH:26]=[CH:25][CH:24]=4)=[O:20])=[CH:14][CH:15]=3)[N:10]=2)[CH2:4][CH2:3]1.[C:29](Cl)(=[O:31])[CH3:30].C(N(CC)CC)C.ClC(Cl)C.C(COC)OC. No catalyst specified. The product is [C:29]([NH:1][C@H:2]1[CH2:3][CH2:4][C@H:5]([NH:8][C:9]2[N:18]=[CH:17][C:16]3[C:11](=[CH:12][C:13]([C:19]([NH:21][CH2:22][C:23]4[CH:24]=[CH:25][CH:26]=[CH:27][CH:28]=4)=[O:20])=[CH:14][CH:15]=3)[N:10]=2)[CH2:6][CH2:7]1)(=[O:31])[CH3:30]. The yield is 0.136. (5) The reactants are [H-].[Na+].[CH3:3][N:4]1[CH2:9][CH:8]=[C:7]([C:10]2[C:18]3[C:13](=[CH:14][CH:15]=[C:16]([C:19]#[N:20])[CH:17]=3)[NH:12][CH:11]=2)[CH2:6][CH2:5]1.[C:21]1([S:27](Cl)(=[O:29])=[O:28])[CH:26]=[CH:25][CH:24]=[CH:23][CH:22]=1. The catalyst is CN(C=O)C. The product is [CH3:3][N:4]1[CH2:5][CH:6]=[C:7]([C:10]2[C:18]3[C:13](=[CH:14][CH:15]=[C:16]([C:19]#[N:20])[CH:17]=3)[N:12]([S:27]([C:21]3[CH:26]=[CH:25][CH:24]=[CH:23][CH:22]=3)(=[O:29])=[O:28])[CH:11]=2)[CH2:8][CH2:9]1. The yield is 0.860. (6) The reactants are [C:1]([C:5]1[CH:6]=[C:7]([CH2:15][C:16](O)=[O:17])[CH:8]=[C:9]([C:11]([CH3:14])([CH3:13])[CH3:12])[CH:10]=1)([CH3:4])([CH3:3])[CH3:2].Cl.[CH3:20][NH:21][O:22][CH3:23].CCN(C(C)C)C(C)C. The catalyst is O=S(Cl)Cl.C(Cl)Cl. The product is [C:11]([C:9]1[CH:8]=[C:7]([CH2:15][C:16]([N:21]([O:22][CH3:23])[CH3:20])=[O:17])[CH:6]=[C:5]([C:1]([CH3:2])([CH3:3])[CH3:4])[CH:10]=1)([CH3:12])([CH3:13])[CH3:14]. The yield is 0.680.